Dataset: NCI-60 drug combinations with 297,098 pairs across 59 cell lines. Task: Regression. Given two drug SMILES strings and cell line genomic features, predict the synergy score measuring deviation from expected non-interaction effect. Drug 2: CS(=O)(=O)CCNCC1=CC=C(O1)C2=CC3=C(C=C2)N=CN=C3NC4=CC(=C(C=C4)OCC5=CC(=CC=C5)F)Cl. Synergy scores: CSS=22.0, Synergy_ZIP=-3.68, Synergy_Bliss=1.27, Synergy_Loewe=-2.79, Synergy_HSA=-0.273. Drug 1: C1=CC(=CC=C1CC(C(=O)O)N)N(CCCl)CCCl.Cl. Cell line: OVCAR3.